From a dataset of Peptide-MHC class I binding affinity with 185,985 pairs from IEDB/IMGT. Regression. Given a peptide amino acid sequence and an MHC pseudo amino acid sequence, predict their binding affinity value. This is MHC class I binding data. (1) The peptide sequence is WMLGTGVYL. The MHC is HLA-B35:01 with pseudo-sequence HLA-B35:01. The binding affinity (normalized) is 0.311. (2) The peptide sequence is IQVTISSYK. The MHC is HLA-A33:01 with pseudo-sequence HLA-A33:01. The binding affinity (normalized) is 0.170. (3) The peptide sequence is LPVFATIGL. The MHC is HLA-B18:01 with pseudo-sequence HLA-B18:01. The binding affinity (normalized) is 0.257. (4) The peptide sequence is QTCAGVIEY. The MHC is HLA-A03:01 with pseudo-sequence HLA-A03:01. The binding affinity (normalized) is 0.254. (5) The peptide sequence is RLRPGGKKKY. The MHC is HLA-A02:06 with pseudo-sequence HLA-A02:06. The binding affinity (normalized) is 0. (6) The peptide sequence is TEYDDHINLY. The MHC is Patr-B2401 with pseudo-sequence Patr-B2401. The binding affinity (normalized) is 0.0256. (7) The peptide sequence is PYDCKELRL. The MHC is HLA-B57:01 with pseudo-sequence HLA-B57:01. The binding affinity (normalized) is 0.0847.